From a dataset of TCR-epitope binding with 47,182 pairs between 192 epitopes and 23,139 TCRs. Binary Classification. Given a T-cell receptor sequence (or CDR3 region) and an epitope sequence, predict whether binding occurs between them. (1) The epitope is KPLEFGATSAAL. The TCR CDR3 sequence is CASSYGGLAGEINEQFF. Result: 1 (the TCR binds to the epitope). (2) The epitope is EHPTFTSQYRIQGKL. The TCR CDR3 sequence is CASSWTGLNTEAFF. Result: 0 (the TCR does not bind to the epitope). (3) The epitope is PROT_97E67BCC. The TCR CDR3 sequence is CASSLGDRDTTAIRPQHF. Result: 0 (the TCR does not bind to the epitope). (4) The epitope is AIMTRCLAV. The TCR CDR3 sequence is CSARDGGGLDEQFF. Result: 0 (the TCR does not bind to the epitope). (5) The epitope is KAYNVTQAF. The TCR CDR3 sequence is CASSEESGRGYEQYF. Result: 1 (the TCR binds to the epitope). (6) The epitope is VTEHDTLLY. The TCR CDR3 sequence is CASSQLPGPEAFF. Result: 1 (the TCR binds to the epitope). (7) The epitope is LLLGIGILV. The TCR CDR3 sequence is CASQQANTGELFF. Result: 0 (the TCR does not bind to the epitope). (8) The epitope is FLLNKEMYL. The TCR CDR3 sequence is CASSLVDVTLNTGELFF. Result: 0 (the TCR does not bind to the epitope). (9) The epitope is LQPFPQPELPYPQPQ. The TCR CDR3 sequence is CASSRSYGYTF. Result: 1 (the TCR binds to the epitope).